From a dataset of Forward reaction prediction with 1.9M reactions from USPTO patents (1976-2016). Predict the product of the given reaction. (1) The product is: [F:17][C:14]1[CH:15]=[CH:16][C:11]([C@@H:9]([NH:8][C:6]2[N:5]=[C:4]([N:18]3[CH2:21][CH:20]([NH:22][C:23]([NH2:25])=[O:24])[CH2:19]3)[CH:3]=[C:2]([NH:26][C:27]3[CH:32]=[N:31][CH:30]=[CH:29][N:28]=3)[N:7]=2)[CH3:10])=[CH:12][CH:13]=1. Given the reactants Cl[C:2]1[N:7]=[C:6]([NH:8][C@H:9]([C:11]2[CH:16]=[CH:15][C:14]([F:17])=[CH:13][CH:12]=2)[CH3:10])[N:5]=[C:4]([N:18]2[CH2:21][CH:20]([NH:22][C:23]([NH2:25])=[O:24])[CH2:19]2)[CH:3]=1.[NH2:26][C:27]1[CH:32]=[N:31][CH:30]=[CH:29][N:28]=1.C1(P(C2CCCCC2)C2C=CC=CC=2C2C(C(C)C)=CC(C(C)C)=CC=2C(C)C)CCCCC1.CC(C)([O-])C.[Na+], predict the reaction product. (2) The product is: [C:1]([O:5][C:6]([N:8]1[CH2:13][CH2:12][CH2:11][CH2:10][CH:9]1[CH2:14][C:15](=[O:17])[NH:30][C:31]1[CH:36]=[CH:35][CH:34]=[CH:33][C:32]=1[OH:37])=[O:7])([CH3:2])([CH3:3])[CH3:4]. Given the reactants [C:1]([O:5][C:6]([N:8]1[CH2:13][CH2:12][CH2:11][CH2:10][CH:9]1[CH2:14][C:15]([OH:17])=O)=[O:7])([CH3:4])([CH3:3])[CH3:2].CCN=C=NCCCN(C)C.Cl.[NH2:30][C:31]1[CH:36]=[CH:35][CH:34]=[CH:33][C:32]=1[OH:37], predict the reaction product. (3) Given the reactants [N+:1]([C:4]1[CH:13]=[C:12]2[C:7]([CH2:8][CH2:9][NH:10][CH2:11]2)=[CH:6][CH:5]=1)([O-])=O, predict the reaction product. The product is: [NH2:1][C:4]1[CH:13]=[C:12]2[C:7]([CH:8]=[CH:9][N:10]=[CH:11]2)=[CH:6][CH:5]=1. (4) The product is: [N:1]1([CH2:7][CH2:8][CH2:9][O:10][C:11]2[CH:12]=[C:13]3[C:18](=[CH:19][CH:20]=2)[N:17]=[CH:16][CH:15]=[C:14]3[C:21]2[CH:25]=[CH:24][N:23]([S:34]([C:30]3[CH:29]=[C:28]([CH:33]=[CH:32][CH:31]=3)[C:26]#[N:27])(=[O:36])=[O:35])[N:22]=2)[CH2:2][CH2:3][O:4][CH2:5][CH2:6]1. Given the reactants [N:1]1([CH2:7][CH2:8][CH2:9][O:10][C:11]2[CH:12]=[C:13]3[C:18](=[CH:19][CH:20]=2)[N:17]=[CH:16][CH:15]=[C:14]3[C:21]2[CH:25]=[CH:24][NH:23][N:22]=2)[CH2:6][CH2:5][O:4][CH2:3][CH2:2]1.[C:26]([C:28]1[CH:29]=[C:30]([S:34](Cl)(=[O:36])=[O:35])[CH:31]=[CH:32][CH:33]=1)#[N:27], predict the reaction product. (5) Given the reactants [CH:1]1[CH:2]=[C:3]([N:9]2[CH2:14][CH2:13][N:12]([CH2:15][CH2:16][CH2:17][CH2:18][O:19][C:20]3[CH:21]=[CH:22][C:23]4[CH2:30][CH2:29][C:27](=[O:28])[NH:26][C:24]=4[CH:25]=3)[CH2:11][CH2:10]2)[C:4]([Cl:8])=[C:5]([Cl:7])[CH:6]=1.[H-].[Na+].[C:33](Cl)(=[O:43])[O:34][CH:35]([Cl:42])[C:36]1[CH:41]=[CH:40][CH:39]=[CH:38][CH:37]=1, predict the reaction product. The product is: [Cl:8][C:4]1[C:5]([Cl:7])=[CH:6][CH:1]=[CH:2][C:3]=1[N:9]1[CH2:14][CH2:13][N:12]([CH2:15][CH2:16][CH2:17][CH2:18][O:19][C:20]2[CH:25]=[C:24]3[C:23]([CH2:30][CH2:29][C:27](=[O:28])[N:26]3[C:33]([O:34][CH:35]([Cl:42])[C:36]3[CH:37]=[CH:38][CH:39]=[CH:40][CH:41]=3)=[O:43])=[CH:22][CH:21]=2)[CH2:11][CH2:10]1.